From a dataset of Full USPTO retrosynthesis dataset with 1.9M reactions from patents (1976-2016). Predict the reactants needed to synthesize the given product. (1) Given the product [CH3:38][S:39]([O:21][C:16]1[CH:15]=[CH:14][C:13]2[C:18](=[CH:19][CH:20]=[C:11]([C:8]3[CH:7]=[CH:6][C:5]([S:2]([CH3:1])(=[O:4])=[O:3])=[CH:10][CH:9]=3)[C:12]=2[O:22][C:23]2[CH:28]=[CH:27][C:26]([O:29][CH2:30][CH2:31][N:32]3[CH2:37][CH2:36][CH2:35][CH2:34][CH2:33]3)=[CH:25][CH:24]=2)[CH:17]=1)(=[O:41])=[O:40], predict the reactants needed to synthesize it. The reactants are: [CH3:1][S:2]([C:5]1[CH:10]=[CH:9][C:8]([C:11]2[C:12]([O:22][C:23]3[CH:28]=[CH:27][C:26]([O:29][CH2:30][CH2:31][N:32]4[CH2:37][CH2:36][CH2:35][CH2:34][CH2:33]4)=[CH:25][CH:24]=3)=[C:13]3[C:18](=[CH:19][CH:20]=2)[CH:17]=[C:16]([OH:21])[CH:15]=[CH:14]3)=[CH:7][CH:6]=1)(=[O:4])=[O:3].[CH3:38][S:39](O)(=[O:41])=[O:40]. (2) Given the product [CH2:1]([O:3][C:4]([O:9][CH2:6][CH3:5])([O:3][CH2:1][CH3:2])[CH2:5][C:6]([CH3:8])([OH:9])[CH3:7])[CH3:2], predict the reactants needed to synthesize it. The reactants are: [CH2:1]([O:3][C:4](=N)[CH2:5][C:6]([OH:9])([CH3:8])[CH3:7])[CH3:2].